From a dataset of NCI-60 drug combinations with 297,098 pairs across 59 cell lines. Regression. Given two drug SMILES strings and cell line genomic features, predict the synergy score measuring deviation from expected non-interaction effect. (1) Drug 1: CN(C)C1=NC(=NC(=N1)N(C)C)N(C)C. Synergy scores: CSS=5.52, Synergy_ZIP=3.18, Synergy_Bliss=2.46, Synergy_Loewe=-29.1, Synergy_HSA=-1.80. Cell line: OVCAR-8. Drug 2: CNC(=O)C1=NC=CC(=C1)OC2=CC=C(C=C2)NC(=O)NC3=CC(=C(C=C3)Cl)C(F)(F)F. (2) Drug 1: CC1=C2C(C(=O)C3(C(CC4C(C3C(C(C2(C)C)(CC1OC(=O)C(C(C5=CC=CC=C5)NC(=O)C6=CC=CC=C6)O)O)OC(=O)C7=CC=CC=C7)(CO4)OC(=O)C)O)C)OC(=O)C. Drug 2: C(=O)(N)NO. Cell line: TK-10. Synergy scores: CSS=12.6, Synergy_ZIP=4.98, Synergy_Bliss=7.32, Synergy_Loewe=-0.902, Synergy_HSA=4.03. (3) Drug 1: CN(CCCl)CCCl.Cl. Drug 2: CC(C)NC(=O)C1=CC=C(C=C1)CNNC.Cl. Cell line: SN12C. Synergy scores: CSS=6.22, Synergy_ZIP=-9.25, Synergy_Bliss=-3.03, Synergy_Loewe=-24.2, Synergy_HSA=-3.39. (4) Drug 1: C(=O)(N)NO. Drug 2: CC1=C(C(=O)C2=C(C1=O)N3CC4C(C3(C2COC(=O)N)OC)N4)N. Cell line: SF-295. Synergy scores: CSS=16.9, Synergy_ZIP=0.374, Synergy_Bliss=1.95, Synergy_Loewe=-51.7, Synergy_HSA=-2.90. (5) Drug 1: CCC1(CC2CC(C3=C(CCN(C2)C1)C4=CC=CC=C4N3)(C5=C(C=C6C(=C5)C78CCN9C7C(C=CC9)(C(C(C8N6C=O)(C(=O)OC)O)OC(=O)C)CC)OC)C(=O)OC)O.OS(=O)(=O)O. Drug 2: COC1=NC(=NC2=C1N=CN2C3C(C(C(O3)CO)O)O)N. Cell line: EKVX. Synergy scores: CSS=-0.510, Synergy_ZIP=-0.0848, Synergy_Bliss=-1.89, Synergy_Loewe=-0.766, Synergy_HSA=-2.98. (6) Drug 1: CNC(=O)C1=NC=CC(=C1)OC2=CC=C(C=C2)NC(=O)NC3=CC(=C(C=C3)Cl)C(F)(F)F. Drug 2: N.N.Cl[Pt+2]Cl. Cell line: HOP-62. Synergy scores: CSS=23.3, Synergy_ZIP=2.75, Synergy_Bliss=6.37, Synergy_Loewe=-22.4, Synergy_HSA=3.78. (7) Drug 1: CC1C(C(CC(O1)OC2CC(CC3=C2C(=C4C(=C3O)C(=O)C5=C(C4=O)C(=CC=C5)OC)O)(C(=O)C)O)N)O.Cl. Drug 2: CCC1(CC2CC(C3=C(CCN(C2)C1)C4=CC=CC=C4N3)(C5=C(C=C6C(=C5)C78CCN9C7C(C=CC9)(C(C(C8N6C)(C(=O)OC)O)OC(=O)C)CC)OC)C(=O)OC)O.OS(=O)(=O)O. Cell line: OVCAR-8. Synergy scores: CSS=41.1, Synergy_ZIP=-7.42, Synergy_Bliss=-5.48, Synergy_Loewe=-4.72, Synergy_HSA=-3.83. (8) Drug 1: CCCS(=O)(=O)NC1=C(C(=C(C=C1)F)C(=O)C2=CNC3=C2C=C(C=N3)C4=CC=C(C=C4)Cl)F. Drug 2: CN1C(=O)N2C=NC(=C2N=N1)C(=O)N. Cell line: MDA-MB-435. Synergy scores: CSS=16.8, Synergy_ZIP=1.50, Synergy_Bliss=-0.928, Synergy_Loewe=-32.7, Synergy_HSA=-6.51. (9) Synergy scores: CSS=-2.93, Synergy_ZIP=-2.07, Synergy_Bliss=-6.54, Synergy_Loewe=-4.68, Synergy_HSA=-7.36. Drug 1: C1=NC(=NC(=O)N1C2C(C(C(O2)CO)O)O)N. Cell line: HCT116. Drug 2: CCC1(CC2CC(C3=C(CCN(C2)C1)C4=CC=CC=C4N3)(C5=C(C=C6C(=C5)C78CCN9C7C(C=CC9)(C(C(C8N6C)(C(=O)OC)O)OC(=O)C)CC)OC)C(=O)OC)O.OS(=O)(=O)O. (10) Drug 1: C1=CC=C(C(=C1)C(C2=CC=C(C=C2)Cl)C(Cl)Cl)Cl. Drug 2: C1C(C(OC1N2C=NC3=C2NC=NCC3O)CO)O. Cell line: K-562. Synergy scores: CSS=-4.61, Synergy_ZIP=4.64, Synergy_Bliss=3.43, Synergy_Loewe=-2.43, Synergy_HSA=-7.15.